Dataset: Full USPTO retrosynthesis dataset with 1.9M reactions from patents (1976-2016). Task: Predict the reactants needed to synthesize the given product. (1) Given the product [NH2:1][C:2]1[N:6]([C:7]2[CH:8]=[CH:9][C:10]([F:13])=[CH:11][CH:12]=2)[N:5]=[CH:4][C:3]=1[C:14]([NH:16][CH2:17][C:18]([CH2:23][N:24]([C:30]([C:29]1[C:28]([F:27])=[CH:36][CH:35]=[CH:34][C:33]=1[F:37])=[O:31])[CH3:25])([OH:26])[C:19]([F:22])([F:21])[F:20])=[O:15], predict the reactants needed to synthesize it. The reactants are: [NH2:1][C:2]1[N:6]([C:7]2[CH:12]=[CH:11][C:10]([F:13])=[CH:9][CH:8]=2)[N:5]=[CH:4][C:3]=1[C:14]([NH:16][CH2:17][C:18]([OH:26])([CH2:23][NH:24][CH3:25])[C:19]([F:22])([F:21])[F:20])=[O:15].[F:27][C:28]1[CH:36]=[CH:35][CH:34]=[C:33]([F:37])[C:29]=1[C:30](O)=[O:31]. (2) Given the product [ClH:29].[ClH:29].[CH3:1][O:2][CH2:3][CH2:4][CH2:5][CH2:6][C@@H:7]1[N:12]([CH3:13])[CH2:11][CH2:10][N:9]([C:14]2[C:23]3[CH:22]=[C:21]([CH3:24])[S:20][C:19]=3[NH:18][C:17]3[CH:25]=[CH:26][CH:27]=[CH:28][C:16]=3[N:15]=2)[CH2:8]1, predict the reactants needed to synthesize it. The reactants are: [CH3:1][O:2][CH2:3][CH2:4][CH2:5][CH2:6][C@@H:7]1[N:12]([CH3:13])[CH2:11][CH2:10][N:9]([C:14]2[C:23]3[CH:22]=[C:21]([CH3:24])[S:20][C:19]=3[NH:18][C:17]3[CH:25]=[CH:26][CH:27]=[CH:28][C:16]=3[N:15]=2)[CH2:8]1.[ClH:29].CCOCC.